Dataset: Full USPTO retrosynthesis dataset with 1.9M reactions from patents (1976-2016). Task: Predict the reactants needed to synthesize the given product. Given the product [O:8]=[C:7]1[NH:24][CH:22]=[N:1][C:2]2[S:3][C:4]3[CH2:15][CH:14]([CH2:16][C:17]([O:19][CH2:20][CH3:21])=[O:18])[CH2:13][CH2:12][C:5]=3[C:6]1=2, predict the reactants needed to synthesize it. The reactants are: [NH2:1][C:2]1[S:3][C:4]2[CH2:15][CH:14]([CH2:16][C:17]([O:19][CH2:20][CH3:21])=[O:18])[CH2:13][CH2:12][C:5]=2[C:6]=1[C:7](OCC)=[O:8].[CH:22]([NH2:24])=O.